From a dataset of HIV replication inhibition screening data with 41,000+ compounds from the AIDS Antiviral Screen. Binary Classification. Given a drug SMILES string, predict its activity (active/inactive) in a high-throughput screening assay against a specified biological target. (1) The drug is Cc1cccc2[nH]c3c(c(O)cc4[nH]c5cccc(C)c5c(=O)c43)c(=O)c12. The result is 0 (inactive). (2) The compound is C=C1C(=O)OC2CC(C)C3C=CC(=O)C3(C)C(O)C12. The result is 0 (inactive). (3) The molecule is CC1N=C(SCC(=O)c2ccc(Cl)cc2)N2C(C)N=C(SCC(=O)c3ccc(Cl)cc3)N12. The result is 0 (inactive). (4) The drug is CCCN(CCC)C(=S)NN=C(C)c1ccccc1O. The result is 0 (inactive). (5) The molecule is O=[N+]([O-])c1ccccc1S(=O)(=O)Oc1ccc(Cl)cc1. The result is 1 (active). (6) The compound is Nn1c(SCC(=O)NCc2ccccc2)nc2ccccc2c1=O. The result is 1 (active). (7) The molecule is CCCCCCC=CCCCCCCCCCC1=C(CN(C)C)C(=O)C=C(OC)C1=O.Cl. The result is 0 (inactive).